Task: Predict the product of the given reaction.. Dataset: Forward reaction prediction with 1.9M reactions from USPTO patents (1976-2016) (1) Given the reactants [OH:1][C:2]1[CH:3]=[C:4]([CH:9]=[CH:10][C:11]=1[C:12]#[CH:13])[C:5]([O:7][CH3:8])=[O:6], predict the reaction product. The product is: [O:1]1[C:2]2[CH:3]=[C:4]([C:5]([O:7][CH3:8])=[O:6])[CH:9]=[CH:10][C:11]=2[CH:12]=[CH:13]1. (2) Given the reactants C([C@@H]1C[O:7]C(C2C=CC=CC=2NC2C(NC3C=CC=CC=3C3OC[C@@H](C(C)C)N=3)=CC=CC=2)=N1)(C)C.[CH:37]1([C:40]2[CH:45]=[CH:44][N:43]=[C:42]([C:46]3[CH:47]=[N:48][C:49]([N:52]4[C:60]5[C:55](=[CH:56][CH:57]=[C:58]([C:61]([O:63][CH3:64])=[O:62])[CH:59]=5)[C:54]([S:65][CH3:66])=[CH:53]4)=[N:50][CH:51]=3)[CH:41]=2)[CH2:39][CH2:38]1.C(O)(=O)C.OO, predict the reaction product. The product is: [CH:37]1([C:40]2[CH:45]=[CH:44][N:43]=[C:42]([C:46]3[CH:51]=[N:50][C:49]([N:52]4[C:60]5[C:55](=[CH:56][CH:57]=[C:58]([C:61]([O:63][CH3:64])=[O:62])[CH:59]=5)[C:54]([S:65]([CH3:66])=[O:7])=[CH:53]4)=[N:48][CH:47]=3)[CH:41]=2)[CH2:38][CH2:39]1. (3) Given the reactants [Br:1][C:2]1[CH:3]=[C:4]([NH:10][C:11]2[N:12]=[CH:13][N:14]([CH:16]3[CH2:21][CH2:20][N:19](C(OC(C)(C)C)=O)[CH2:18][CH2:17]3)[CH:15]=2)[C:5](=[O:9])[N:6]([CH3:8])[CH:7]=1, predict the reaction product. The product is: [Br:1][C:2]1[CH:3]=[C:4]([NH:10][C:11]2[N:12]=[CH:13][N:14]([CH:16]3[CH2:21][CH2:20][NH:19][CH2:18][CH2:17]3)[CH:15]=2)[C:5](=[O:9])[N:6]([CH3:8])[CH:7]=1. (4) Given the reactants [Cl:1][C:2]1[CH:7]=[C:6]([NH:8][C@@H:9]2[CH2:14][CH2:13][C@H:12]([C:15]([NH:17][CH:18]([CH3:20])[CH3:19])=[O:16])[CH2:11][CH2:10]2)[C:5]([N+:21]([O-])=O)=[CH:4][N:3]=1.Cl[Sn]Cl, predict the reaction product. The product is: [NH2:21][C:5]1[C:6]([NH:8][C@@H:9]2[CH2:10][CH2:11][C@H:12]([C:15]([NH:17][CH:18]([CH3:20])[CH3:19])=[O:16])[CH2:13][CH2:14]2)=[CH:7][C:2]([Cl:1])=[N:3][CH:4]=1. (5) Given the reactants CC([N:5]([CH2:9][CH:10]([CH2:34][C:35]1[CH:36]=[N:37][CH:38]=[CH:39][CH:40]=1)[C:11]([N:13]([CH:31]1[CH2:33][CH2:32]1)[CH2:14][C:15]1[CH:20]=[C:19]([CH2:21][CH2:22][CH2:23][O:24][CH3:25])[CH:18]=[C:17]([O:26][CH2:27][CH2:28][O:29][CH3:30])[CH:16]=1)=[O:12])C(=O)[O-])(C)C.Cl, predict the reaction product. The product is: [NH2:5][CH2:9][CH:10]([CH2:34][C:35]1[CH:36]=[N:37][CH:38]=[CH:39][CH:40]=1)[C:11]([N:13]([CH:31]1[CH2:32][CH2:33]1)[CH2:14][C:15]1[CH:20]=[C:19]([CH2:21][CH2:22][CH2:23][O:24][CH3:25])[CH:18]=[C:17]([O:26][CH2:27][CH2:28][O:29][CH3:30])[CH:16]=1)=[O:12]. (6) Given the reactants [Cl:1][C:2]1[N:3]=[N:4][C:5]([Cl:9])=[C:6](Cl)[N:7]=1.[F:10][C:11]1[C:18]([F:19])=[CH:17][CH:16]=[CH:15][C:12]=1[CH2:13][NH2:14].CCN(C(C)C)C(C)C, predict the reaction product. The product is: [Cl:1][C:2]1[N:3]=[N:4][C:5]([Cl:9])=[C:6]([NH:14][CH2:13][C:12]2[CH:15]=[CH:16][CH:17]=[C:18]([F:19])[C:11]=2[F:10])[N:7]=1. (7) Given the reactants C[O:2][C:3](=[O:25])[C:4]1[CH:9]=[CH:8][C:7]([CH2:10][O:11][CH2:12][C:13]2[CH:14]=[N:15][CH:16]=[CH:17][CH:18]=2)=[CH:6][C:5]=1[C:19]1[CH:24]=[CH:23][CH:22]=[CH:21][CH:20]=1.[OH-].[Li+], predict the reaction product. The product is: [N:15]1[CH:16]=[CH:17][CH:18]=[C:13]([CH2:12][O:11][CH2:10][C:7]2[CH:8]=[CH:9][C:4]([C:3]([OH:25])=[O:2])=[C:5]([C:19]3[CH:24]=[CH:23][CH:22]=[CH:21][CH:20]=3)[CH:6]=2)[CH:14]=1. (8) The product is: [CH3:23][Si:20]([CH3:21])([CH3:22])[CH2:19][CH2:18][O:17][CH2:16][O:15][CH2:14][C:12]1[N:13]=[C:9]([C:7]2[O:8][C:26]([C:27]([OH:40])([CH3:32])[CH3:28])=[N:6][N:5]=2)[S:10][CH:11]=1. Given the reactants OC(C)(C)C([N:5]([C:7]([C:9]1[S:10][CH:11]=[C:12]([CH2:14][O:15][CH2:16][O:17][CH2:18][CH2:19][Si:20]([CH3:23])([CH3:22])[CH3:21])[N:13]=1)=[O:8])[NH2:6])=O.[CH3:26][C:27]1[CH:32]=CC(S(Cl)(=O)=O)=C[CH:28]=1.C(Cl)Cl.[OH2:40], predict the reaction product.